Predict which catalyst facilitates the given reaction. From a dataset of Catalyst prediction with 721,799 reactions and 888 catalyst types from USPTO. (1) Reactant: Br.Br.[CH3:3][C:4]([CH3:13])([CH3:12])[CH2:5][N:6]1[CH2:11][CH2:10][NH:9][CH2:8][CH2:7]1.Br[CH2:15][C:16]1[CH:21]=[CH:20][C:19]([NH:22][C:23](=[O:28])[C:24]([F:27])([F:26])[F:25])=[CH:18][C:17]=1[C:29]([F:32])([F:31])[F:30].C(N(CC)CC)C. Product: [CH3:3][C:4]([CH3:13])([CH3:12])[CH2:5][N:6]1[CH2:11][CH2:10][N:9]([CH2:15][C:16]2[CH:21]=[CH:20][C:19]([NH:22][C:23](=[O:28])[C:24]([F:27])([F:26])[F:25])=[CH:18][C:17]=2[C:29]([F:30])([F:31])[F:32])[CH2:8][CH2:7]1. The catalyst class is: 3. (2) Reactant: [CH3:1][NH:2][C:3](=[O:24])[C:4]1[C:9]([C:10]2[CH:15]=[CH:14][CH:13]=[CH:12][C:11]=2[CH3:16])=[CH:8][C:7]([N:17]2[CH2:22][CH2:21][N:20]([CH3:23])[CH2:19][CH2:18]2)=[N:6][CH:5]=1.C[Si](C)(C)[N-][Si](C)(C)C.[K+].[F:35][C:36]([F:50])([F:49])[C:37]1[CH:38]=[C:39]([CH:42]=[C:43]([C:45]([F:48])([F:47])[F:46])[CH:44]=1)[CH2:40]Br. Product: [F:35][C:36]([F:50])([F:49])[C:37]1[CH:38]=[C:39]([CH:42]=[C:43]([C:45]([F:48])([F:47])[F:46])[CH:44]=1)[CH2:40][N:2]([CH3:1])[C:3](=[O:24])[C:4]1[C:9]([C:10]2[CH:15]=[CH:14][CH:13]=[CH:12][C:11]=2[CH3:16])=[CH:8][C:7]([N:17]2[CH2:22][CH2:21][N:20]([CH3:23])[CH2:19][CH2:18]2)=[N:6][CH:5]=1. The catalyst class is: 7. (3) Reactant: C(OC([N:8]1[CH2:13][CH2:12][N:11]([CH2:14][C:15]([N:17]2[CH2:22][CH2:21][N:20]([C:23]3[CH:28]=[CH:27][C:26]([N:29]4[CH2:33][C@H:32]([CH2:34][NH:35][C:36](=[O:38])[CH3:37])[O:31][C:30]4=[O:39])=[CH:25][C:24]=3[F:40])[CH2:19][CH2:18]2)=[O:16])[CH2:10][CH2:9]1)=O)(C)(C)C.C(O)(C(F)(F)F)=O. Product: [F:40][C:24]1[CH:25]=[C:26]([N:29]2[CH2:33][C@H:32]([CH2:34][NH:35][C:36](=[O:38])[CH3:37])[O:31][C:30]2=[O:39])[CH:27]=[CH:28][C:23]=1[N:20]1[CH2:19][CH2:18][N:17]([C:15](=[O:16])[CH2:14][N:11]2[CH2:10][CH2:9][NH:8][CH2:13][CH2:12]2)[CH2:22][CH2:21]1. The catalyst class is: 4. (4) The catalyst class is: 1. Product: [CH2:1]([O:3][C:4]([C@@:6]1([NH:11][C:12]([C@@H:14]2[CH2:18][C@@H:17]([O:19][C:20]3[C:29]4[C:24](=[CH:25][C:26]([O:30][CH3:31])=[CH:27][CH:28]=4)[N:23]=[C:22]([C:32]4[CH:37]=[CH:36][CH:35]=[CH:34][CH:33]=4)[CH:21]=3)[CH2:16][N:15]2[C:38](=[O:49])[NH:39][C@H:40]([CH2:45][NH2:46])[CH2:41][CH:42]([CH3:44])[CH3:43])=[O:13])[CH2:8][C@H:7]1[CH:9]=[CH2:10])=[O:5])[CH3:2]. Reactant: [CH2:1]([O:3][C:4]([C@@:6]1([NH:11][C:12]([C@@H:14]2[CH2:18][C@@H:17]([O:19][C:20]3[C:29]4[C:24](=[CH:25][C:26]([O:30][CH3:31])=[CH:27][CH:28]=4)[N:23]=[C:22]([C:32]4[CH:37]=[CH:36][CH:35]=[CH:34][CH:33]=4)[CH:21]=3)[CH2:16][N:15]2[C:38](=[O:49])[NH:39][C@H:40]([CH2:45][N:46]=[N+]=[N-])[CH2:41][CH:42]([CH3:44])[CH3:43])=[O:13])[CH2:8][C@H:7]1[CH:9]=[CH2:10])=[O:5])[CH3:2].C1C=CC(P(C2C=CC=CC=2)C2C=CC=CC=2)=CC=1.CO. (5) Reactant: [F:1][C:2]1[CH:3]=[CH:4][C:5]2[N:10]([CH3:11])[C:9](=[O:12])[O:8][C:7](=O)[C:6]=2[CH:14]=1.[NH2:15][CH2:16]C(O)=O. Product: [F:1][C:2]1[CH:3]=[CH:4][C:5]2[N:10]([CH3:11])[C:9](=[O:12])[CH2:16][NH:15][C:7](=[O:8])[C:6]=2[CH:14]=1. The catalyst class is: 15.